Predict the reaction yield, written as a fraction of the theoretical maximum amount of product (1.0 means a 100% yield; for example, 0.34 means a 34% yield). From a dataset of Reaction yield outcomes from USPTO patents with 853,638 reactions. The reactants are [CH2:1]([C:3]1[CH:8]=[C:7]([CH3:9])[CH:6]=[C:5]([CH2:10][CH3:11])[C:4]=1[C:12]1[C:13](=[O:19])[CH2:14][CH2:15][C:16]=1[O:17]C)[CH3:2].[CH:20]([N-]C(C)C)([CH3:22])[CH3:21].[Li+].C(Br)C#C. The catalyst is O1CCCC1.C1(C)C=CC=CC=1. The product is [CH2:1]([C:3]1[CH:8]=[C:7]([CH3:9])[CH:6]=[C:5]([CH2:10][CH3:11])[C:4]=1[CH:12]1[C:16](=[O:17])[CH:15]([CH2:22][C:20]#[CH:21])[CH2:14][C:13]1=[O:19])[CH3:2]. The yield is 0.870.